From a dataset of Reaction yield outcomes from USPTO patents with 853,638 reactions. Predict the reaction yield, written as a fraction of the theoretical maximum amount of product (1.0 means a 100% yield; for example, 0.34 means a 34% yield). (1) The yield is 1.00. The reactants are [C:9](O[C:9]([O:11][C:12]([CH3:15])([CH3:14])[CH3:13])=[O:10])([O:11][C:12]([CH3:15])([CH3:14])[CH3:13])=[O:10].[CH2:16]([C:23]1[CH:48]=[CH:47][CH:46]=[CH:45][C:24]=1[O:25][CH2:26][CH2:27][NH:28][CH2:29][CH2:30][NH:31][S:32]([C:35]1[C:36]2[CH:37]=[CH:38][N:39]=[CH:40][C:41]=2[CH:42]=[CH:43][CH:44]=1)(=[O:34])=[O:33])[C:17]1[CH:22]=[CH:21][CH:20]=[CH:19][CH:18]=1. The product is [C:12]([O:11][C:9](=[O:10])[N:28]([CH2:27][CH2:26][O:25][C:24]1[CH:45]=[CH:46][CH:47]=[CH:48][C:23]=1[CH2:16][C:17]1[CH:18]=[CH:19][CH:20]=[CH:21][CH:22]=1)[CH2:29][CH2:30][NH:31][S:32]([C:35]1[C:36]2[CH:37]=[CH:38][N:39]=[CH:40][C:41]=2[CH:42]=[CH:43][CH:44]=1)(=[O:33])=[O:34])([CH3:13])([CH3:14])[CH3:15]. The catalyst is C(Cl)Cl. (2) The reactants are Br[CH2:2][CH:3]1[CH2:5][CH2:4]1.[I-].[Na+].[OH:8][C:9]1[CH:10]=[C:11]([CH:14]=[CH:15][C:16]=1[O:17][C:18]1[CH:27]=[CH:26][C:21]2[B:22]([OH:25])[O:23][CH2:24][C:20]=2[CH:19]=1)[C:12]#[N:13].[H-].[Na+]. The catalyst is O.CN(C)C=O. The product is [CH:5]1([CH2:4][O:8][C:9]2[CH:10]=[C:11]([CH:14]=[CH:15][C:16]=2[O:17][C:18]2[CH:27]=[CH:26][C:21]3[B:22]([OH:25])[O:23][CH2:24][C:20]=3[CH:19]=2)[C:12]#[N:13])[CH2:3][CH2:2]1. The yield is 0.370.